From a dataset of Forward reaction prediction with 1.9M reactions from USPTO patents (1976-2016). Predict the product of the given reaction. (1) Given the reactants [NH2:1][C:2]1[N:7]=[C:6]([N:8]2[C:12]3[CH:13]=[C:14](Br)[CH:15]=[CH:16][C:11]=3[N:10]=[C:9]2[O:18][CH2:19][CH2:20][OH:21])[CH:5]=[CH:4][N:3]=1.[Cl:22][C:23]1[CH:24]=[CH:25][C:26]([C:29]([OH:33])([C:31]#[CH:32])[CH3:30])=[N:27][CH:28]=1.C(N(CC)CC)C, predict the reaction product. The product is: [NH2:1][C:2]1[N:7]=[C:6]([N:8]2[C:12]3[CH:13]=[C:14]([C:32]#[C:31][C:29]([C:26]4[CH:25]=[CH:24][C:23]([Cl:22])=[CH:28][N:27]=4)([OH:33])[CH3:30])[CH:15]=[CH:16][C:11]=3[N:10]=[C:9]2[O:18][CH2:19][CH2:20][OH:21])[CH:5]=[CH:4][N:3]=1. (2) The product is: [CH2:1]([O:3][CH:4]([O:18][CH2:19][CH3:20])[CH2:5][N:6]1[C:14]2[CH2:13][CH2:12][CH2:11][CH2:10][C:9]=2[CH:8]=[C:7]1[C:15]([NH2:28])=[O:16])[CH3:2]. Given the reactants [CH2:1]([O:3][CH:4]([O:18][CH2:19][CH3:20])[CH2:5][N:6]1[C:14]2[CH2:13][CH2:12][CH2:11][CH2:10][C:9]=2[CH:8]=[C:7]1[C:15](O)=[O:16])[CH3:2].F[P-](F)(F)(F)(F)F.[N:28]1(OC(N(C)C)=[N+](C)C)C2N=CC=CC=2N=N1.CCN(CC)CC.[OH-].[NH4+], predict the reaction product. (3) The product is: [NH2:37][C:33]1[CH:32]=[C:31]([C:29]#[C:30][C:2]2[N:6]3[N:7]=[C:8]([C:11]4[CH:16]=[CH:15][C:14]([C:17]([N:19]5[CH2:20][CH2:21][O:22][CH2:23][CH2:24]5)=[O:18])=[C:13]([C:25]([F:28])([F:27])[F:26])[CH:12]=4)[CH:9]=[CH:10][C:5]3=[N:4][CH:3]=2)[CH:36]=[CH:35][N:34]=1. Given the reactants I[C:2]1[N:6]2[N:7]=[C:8]([C:11]3[CH:16]=[CH:15][C:14]([C:17]([N:19]4[CH2:24][CH2:23][O:22][CH2:21][CH2:20]4)=[O:18])=[C:13]([C:25]([F:28])([F:27])[F:26])[CH:12]=3)[CH:9]=[CH:10][C:5]2=[N:4][CH:3]=1.[C:29]([C:31]1[CH:36]=[CH:35][N:34]=[C:33]([NH2:37])[CH:32]=1)#[CH:30], predict the reaction product. (4) Given the reactants [OH:1][C:2]1[C:3]([CH3:23])=[C:4]2[C:9](=[C:10]([CH3:13])[C:11]=1[CH3:12])[O:8][C:7]([CH3:22])([C:14]([NH:16][CH2:17][C:18]([O:20][CH3:21])=[O:19])=[O:15])[CH2:6][CH2:5]2.[O:24]=[N+]([O-])[O-].[O-][N+](=O)[O-].[O-][N+](=O)[O-].[O-][N+](=O)[O-].[O-][N+](=O)[O-].[O-][N+](=O)[O-].[Ce+4].[NH4+].[NH4+], predict the reaction product. The product is: [OH:24][C:7]([CH3:22])([CH2:6][CH2:5][C:4]1[C:9](=[O:8])[C:10]([CH3:13])=[C:11]([CH3:12])[C:2](=[O:1])[C:3]=1[CH3:23])[C:14]([NH:16][CH2:17][C:18]([O:20][CH3:21])=[O:19])=[O:15]. (5) Given the reactants Cl[C:2]1[NH:10][C:9]2[C:4](=[N:5][CH:6]=[CH:7][CH:8]=2)[C:3]=1[C:11]#[N:12].[NH:13]1[CH2:17][CH2:16][CH2:15][CH2:14]1.FC(F)(F)C(O)=O, predict the reaction product. The product is: [N:13]1([C:2]2[NH:10][C:9]3[C:4](=[N:5][CH:6]=[CH:7][CH:8]=3)[C:3]=2[C:11]#[N:12])[CH2:17][CH2:16][CH2:15][CH2:14]1. (6) The product is: [CH3:23][N:22]1[C:18]([C:16]([NH:15][C:11]2[CH:12]=[CH:13][CH:14]=[C:9]([O:8][C:5]3[CH:6]=[N:7][C:2]([NH:1][S:31]([C:28]4[CH:29]=[CH:30][C:25]([CH3:35])=[CH:26][CH:27]=4)(=[O:33])=[O:32])=[CH:3][CH:4]=3)[CH:10]=2)=[O:17])=[CH:19][C:20]([CH3:24])=[N:21]1. Given the reactants [NH2:1][C:2]1[N:7]=[CH:6][C:5]([O:8][C:9]2[CH:10]=[C:11]([NH:15][C:16]([C:18]3[N:22]([CH3:23])[N:21]=[C:20]([CH3:24])[CH:19]=3)=[O:17])[CH:12]=[CH:13][CH:14]=2)=[CH:4][CH:3]=1.[C:25]1([CH3:35])[CH:30]=[CH:29][C:28]([S:31](Cl)(=[O:33])=[O:32])=[CH:27][CH:26]=1.N1C=CC=CC=1, predict the reaction product. (7) Given the reactants [CH3:1][C:2]1([CH3:9])[O:6][CH:5]([CH2:7][OH:8])[CH2:4][O:3]1.[H-].[Na+].Br[C:13]1[N:21]=[CH:20][CH:19]=[CH:18][C:14]=1[C:15]([OH:17])=[O:16], predict the reaction product. The product is: [CH3:1][C:2]1([CH3:9])[O:6][CH:5]([CH2:7][O:8][C:13]2[N:21]=[CH:20][CH:19]=[CH:18][C:14]=2[C:15]([OH:17])=[O:16])[CH2:4][O:3]1. (8) Given the reactants Cl[C:2]1[N:7]=[C:6]([CH3:8])[C:5]([CH:9]=[O:10])=[CH:4][CH:3]=1.[OH:11][C:12]1[CH:17]=[CH:16][C:15]([CH2:18][C:19]([O:21][CH3:22])=[O:20])=[CH:14][CH:13]=1.C([O-])([O-])=O.[K+].[K+], predict the reaction product. The product is: [CH3:22][O:21][C:19](=[O:20])[CH2:18][C:15]1[CH:16]=[CH:17][C:12]([O:11][C:2]2[CH:3]=[CH:4][C:5]([CH:9]=[O:10])=[C:6]([CH3:8])[N:7]=2)=[CH:13][CH:14]=1.